Dataset: Full USPTO retrosynthesis dataset with 1.9M reactions from patents (1976-2016). Task: Predict the reactants needed to synthesize the given product. (1) Given the product [F:31][C:30]([F:33])([F:32])[C:28]([OH:34])=[O:29].[F:9][C:8]1[C:3]([C:1]#[N:2])=[C:4]([CH3:27])[C:5]([C@@H:10]2[O:15][CH2:14][C@H:13]3[CH2:16][NH:17][CH2:18][CH2:19][N:12]3[CH2:11]2)=[CH:6][CH:7]=1, predict the reactants needed to synthesize it. The reactants are: [C:1]([C:3]1[C:4]([CH3:27])=[C:5]([C@@H:10]2[O:15][CH2:14][C@H:13]3[CH2:16][N:17](C(OC(C)(C)C)=O)[CH2:18][CH2:19][N:12]3[CH2:11]2)[CH:6]=[CH:7][C:8]=1[F:9])#[N:2].[C:28]([OH:34])([C:30]([F:33])([F:32])[F:31])=[O:29]. (2) Given the product [CH3:14][O:13][C:11](=[O:12])[C:10]1[CH:15]=[CH:16][C:17]([CH3:18])=[C:8]([N:6]2[CH:7]=[CH:2][N:3]=[C:4]([NH:20][C:21]3([C:24]4[CH:29]=[C:28]([F:30])[CH:27]=[CH:26][C:25]=4[OH:31])[CH2:22][CH2:23]3)[C:5]2=[O:19])[CH:9]=1, predict the reactants needed to synthesize it. The reactants are: Br[C:2]1[N:3]=[C:4]([NH:20][C:21]2([C:24]3[CH:29]=[C:28]([F:30])[CH:27]=[CH:26][C:25]=3[O:31]CC3C=CC=CC=3)[CH2:23][CH2:22]2)[C:5](=[O:19])[N:6]([C:8]2[CH:9]=[C:10]([CH:15]=[CH:16][C:17]=2[CH3:18])[C:11]([O:13][CH3:14])=[O:12])[CH:7]=1.C([O-])=O.[NH4+]. (3) Given the product [Br:1][C:2]1[C:3]2[N:4]([C:16](=[O:19])[N:17]([CH2:21][C:22]3[C:23]([CH3:32])=[N:24][C:25]([C:28]([F:31])([F:29])[F:30])=[CH:26][CH:27]=3)[N:18]=2)[C:5]([CH3:15])=[CH:6][C:7]=1[C:8]1[CH:9]=[CH:10][C:11]([Cl:14])=[CH:12][CH:13]=1, predict the reactants needed to synthesize it. The reactants are: [Br:1][C:2]1[C:3]2[N:4]([C:16](=[O:19])[NH:17][N:18]=2)[C:5]([CH3:15])=[CH:6][C:7]=1[C:8]1[CH:13]=[CH:12][C:11]([Cl:14])=[CH:10][CH:9]=1.Cl[CH2:21][C:22]1[C:23]([CH3:32])=[N:24][C:25]([C:28]([F:31])([F:30])[F:29])=[CH:26][CH:27]=1.C(=O)([O-])[O-].[K+].[K+]. (4) Given the product [C:1]([N:4]1[CH2:8][CH2:7][C:6]2([C:16]3[C:11](=[CH:12][CH:13]=[C:14]([S:17][CH:31]4[CH2:35][CH2:34][CH2:33][CH2:32]4)[CH:15]=3)[N:10]([C:18](=[O:23])[C:19]([F:21])([F:22])[F:20])[CH2:9]2)[CH2:5]1)(=[O:3])[CH3:2], predict the reactants needed to synthesize it. The reactants are: [C:1]([N:4]1[CH2:8][CH2:7][C:6]2([C:16]3[C:11](=[CH:12][CH:13]=[C:14]([SH:17])[CH:15]=3)[N:10]([C:18](=[O:23])[C:19]([F:22])([F:21])[F:20])[CH2:9]2)[CH2:5]1)(=[O:3])[CH3:2].C(=O)([O-])[O-].[K+].[K+].[Br-].[CH2:31]1[CH2:35][CH2:34][CH2:33][CH2:32]1. (5) Given the product [Br:15][C:8]1[CH:7]=[C:6]([C:10]([F:11])([F:12])[F:13])[C:5]([NH2:14])=[C:4]([N+:1]([O-:3])=[O:2])[CH:9]=1, predict the reactants needed to synthesize it. The reactants are: [N+:1]([C:4]1[CH:9]=[CH:8][CH:7]=[C:6]([C:10]([F:13])([F:12])[F:11])[C:5]=1[NH2:14])([O-:3])=[O:2].[Br:15]Br. (6) The reactants are: C([O:3][C:4](=[O:12])[C:5]([C:7]1[O:8][CH:9]=[CH:10][CH:11]=1)=[O:6])C.[BH4-].[Na+]. Given the product [O:8]1[CH:9]=[CH:10][CH:11]=[C:7]1[CH:5]([OH:6])[C:4]([OH:12])=[O:3], predict the reactants needed to synthesize it.